Dataset: Forward reaction prediction with 1.9M reactions from USPTO patents (1976-2016). Task: Predict the product of the given reaction. (1) Given the reactants Br[C:2]1[CH:7]=[CH:6][CH:5]=[C:4]([Br:8])[N:3]=1.[Br-].[N:10]1[CH:15]=[CH:14][CH:13]=[CH:12][C:11]=1[Zn+], predict the reaction product. The product is: [Br:8][C:4]1[N:3]=[C:2]([C:11]2[CH:12]=[CH:13][CH:14]=[CH:15][N:10]=2)[CH:7]=[CH:6][CH:5]=1. (2) Given the reactants [H-].[Na+].[CH3:3][C:4]1[CH:5]=[C:6]2[C:10](=[CH:11][CH:12]=1)[NH:9][C:8](=[O:13])[C:7]2=[O:14].[CH3:15][O:16][C:17](=[O:26])[CH:18](Br)[CH2:19][CH:20]1[CH2:24][CH2:23][CH2:22][CH2:21]1, predict the reaction product. The product is: [CH3:15][O:16][C:17](=[O:26])[CH:18]([N:9]1[C:10]2[C:6](=[CH:5][C:4]([CH3:3])=[CH:12][CH:11]=2)[C:7](=[O:14])[C:8]1=[O:13])[CH2:19][CH:20]1[CH2:21][CH2:22][CH2:23][CH2:24]1. (3) Given the reactants C(N(CC1NC2C=CC(C(NCCC3N=CNC=3)=O)=CC=2N=1)C1C2N=CC=CC=2CCC1)C.[NH2:34][C:35]1[C:43]2[N:42]=[C:41]([CH2:44][N:45]([CH3:56])[CH:46]3[C:55]4[N:54]=[CH:53][CH:52]=[CH:51][C:50]=4[CH2:49][CH2:48][CH2:47]3)[NH:40][C:39]=2[CH:38]=[CH:37][CH:36]=1.[C:57](O)(=[O:64])[C:58]1[CH:63]=[CH:62][N:61]=[CH:60][CH:59]=1.O=C1N(P(Cl)(N2CCOC2=O)=O)CCO1.C(N(CC)C(C)C)(C)C, predict the reaction product. The product is: [CH3:56][N:45]([CH2:44][C:41]1[NH:40][C:39]2[CH:38]=[CH:37][CH:36]=[C:35]([NH:34][C:57]([C:58]3[CH:63]=[CH:62][N:61]=[CH:60][CH:59]=3)=[O:64])[C:43]=2[N:42]=1)[CH:46]1[C:55]2[N:54]=[CH:53][CH:52]=[CH:51][C:50]=2[CH2:49][CH2:48][CH2:47]1. (4) The product is: [CH:34]1([CH2:33][N:17]2[CH2:18][CH2:19][N:14]([C:12]3[S:13]/[C:9](=[CH:8]\[C:5]4[CH:6]=[CH:7][C:2]([F:1])=[CH:3][C:4]=4[OH:22])/[C:10](=[O:21])[N:11]=3)[C@@H:15]([CH3:20])[CH2:16]2)[CH2:36][CH2:35]1. Given the reactants [F:1][C:2]1[CH:7]=[CH:6][C:5](/[CH:8]=[C:9]2/[C:10](=[O:21])[N:11]=[C:12]([N:14]3[CH2:19][CH2:18][NH:17][CH2:16][C@@H:15]3[CH3:20])[S:13]/2)=[C:4]([OH:22])[CH:3]=1.C(N(C(C)C)CC)(C)C.Br[CH2:33][CH:34]1[CH2:36][CH2:35]1, predict the reaction product. (5) Given the reactants [Cl:1][C:2]1[N:7]=[C:6]([NH:8][C:9]2[CH:18]=[CH:17][C:16]3[C:15]4[C:19]5[NH:26][CH2:25][C@@H:24]([CH3:27])[NH:23][C:22](=[O:28])[C:20]=5[S:21][C:14]=4[CH:13]=[CH:12][C:11]=3[N:10]=2)[C:5]([C:29]([O:31]CC)=[O:30])=[CH:4][N:3]=1.[Li+].[OH-].Cl, predict the reaction product. The product is: [Cl:1][C:2]1[N:7]=[C:6]([NH:8][C:9]2[CH:18]=[CH:17][C:16]3[C:15]4[C:19]5[NH:26][CH2:25][C@@H:24]([CH3:27])[NH:23][C:22](=[O:28])[C:20]=5[S:21][C:14]=4[CH:13]=[CH:12][C:11]=3[N:10]=2)[C:5]([C:29]([OH:31])=[O:30])=[CH:4][N:3]=1.